From a dataset of Reaction yield outcomes from USPTO patents with 853,638 reactions. Predict the reaction yield, written as a fraction of the theoretical maximum amount of product (1.0 means a 100% yield; for example, 0.34 means a 34% yield). (1) The reactants are [CH:1]1([CH2:7][CH:8]([N:12]2[C:17](=[O:18])[CH:16]=[C:15]([O:19][C:20]3[C:29]4[O:28][CH2:27][CH2:26][O:25][C:24]=4[CH:23]=[CH:22][CH:21]=3)[CH:14]=[N:13]2)[C:9](O)=[O:10])[CH2:6][CH2:5][CH2:4][CH2:3][CH2:2]1.[NH2:30][C:31]1[CH:35]=[CH:34][N:33]([CH2:36][C:37]([CH3:40])([OH:39])[CH3:38])[N:32]=1. No catalyst specified. The product is [CH:1]1([CH2:7][CH:8]([N:12]2[C:17](=[O:18])[CH:16]=[C:15]([O:19][C:20]3[C:29]4[O:28][CH2:27][CH2:26][O:25][C:24]=4[CH:23]=[CH:22][CH:21]=3)[CH:14]=[N:13]2)[C:9]([NH:30][C:31]2[CH:35]=[CH:34][N:33]([CH2:36][C:37]([OH:39])([CH3:40])[CH3:38])[N:32]=2)=[O:10])[CH2:2][CH2:3][CH2:4][CH2:5][CH2:6]1. The yield is 0.220. (2) The reactants are [CH2:1]([O:3][C:4](=[O:68])[CH:5]=[CH:6][C@H:7]([CH3:67])[C@H:8]([O:57][CH2:58][C:59]1[CH:64]=[CH:63][C:62]([O:65][CH3:66])=[CH:61][CH:60]=1)[C@@H:9]([CH3:56])[CH:10]=[CH:11][C@@H:12]([O:48][Si:49]([C:52]([CH3:55])([CH3:54])[CH3:53])([CH3:51])[CH3:50])[CH2:13][C@H:14]([O:40][Si:41]([C:44]([CH3:47])([CH3:46])[CH3:45])([CH3:43])[CH3:42])[C@H:15]([CH3:39])[CH:16]=[CH:17][CH2:18][O:19][C:20]([C:33]1[CH:38]=[CH:37][CH:36]=[CH:35][CH:34]=1)([C:27]1[CH:32]=[CH:31][CH:30]=[CH:29][CH:28]=1)[C:21]1[CH:26]=[CH:25][CH:24]=[CH:23][CH:22]=1)[CH3:2].[BH4-].[Na+]. The catalyst is CO.C1COCC1. The product is [CH2:1]([O:3][C:4](=[O:68])[CH2:5][CH2:6][C@H:7]([CH3:67])[C@@H:8]([O:57][CH2:58][C:59]1[CH:64]=[CH:63][C:62]([O:65][CH3:66])=[CH:61][CH:60]=1)[C@@H:9]([CH3:56])[CH:10]=[CH:11][C@@H:12]([O:48][Si:49]([C:52]([CH3:53])([CH3:54])[CH3:55])([CH3:50])[CH3:51])[CH2:13][C@H:14]([O:40][Si:41]([C:44]([CH3:47])([CH3:46])[CH3:45])([CH3:42])[CH3:43])[C@H:15]([CH3:39])[CH:16]=[CH:17][CH2:18][O:19][C:20]([C:21]1[CH:22]=[CH:23][CH:24]=[CH:25][CH:26]=1)([C:27]1[CH:28]=[CH:29][CH:30]=[CH:31][CH:32]=1)[C:33]1[CH:38]=[CH:37][CH:36]=[CH:35][CH:34]=1)[CH3:2]. The yield is 0.970. (3) The reactants are [F:1][C:2]([F:23])([F:22])[C:3]1[CH:8]=[C:7]([C:9]2[CH:10]=[CH:11][C:12]3[N:19]4[CH2:20][C@H:15]([CH2:16][CH2:17][CH2:18]4)[NH:14][C:13]=3[N:21]=2)[CH:6]=[CH:5][N:4]=1.[N:24]1[CH:29]=[CH:28][CH:27]=[C:26]([NH:30][C:31](=O)[O:32]C2C=CC=CC=2)[N:25]=1.CCOC(C)=O. The catalyst is C1COCC1.CN(C1C=CN=CC=1)C.C(Cl)Cl.CCCCCC. The product is [N:24]1[CH:29]=[CH:28][CH:27]=[C:26]([NH:30][C:31]([N:14]2[C@@H:15]3[CH2:20][N:19]([CH2:18][CH2:17][CH2:16]3)[C:12]3[CH:11]=[CH:10][C:9]([C:7]4[CH:6]=[CH:5][N:4]=[C:3]([C:2]([F:1])([F:22])[F:23])[CH:8]=4)=[N:21][C:13]2=3)=[O:32])[N:25]=1. The yield is 0.569. (4) The reactants are [Cl:1][C:2]1[CH:10]=[C:6]([C:7]([OH:9])=O)[C:5]([OH:11])=[CH:4][CH:3]=1.[NH2:12][C:13]1[S:14][CH:15]=[C:16]([C:18]2[CH:23]=[C:22]([C:24]([F:27])([F:26])[F:25])[CH:21]=[C:20]([C:28]([F:31])([F:30])[F:29])[CH:19]=2)[N:17]=1.P(Cl)(Cl)Cl.ClC1C=CC=CC=1. The catalyst is O. The product is [Cl:1][C:2]1[CH:3]=[CH:4][C:5]([OH:11])=[C:6]([CH:10]=1)[C:7]([NH:12][C:13]1[S:14][CH:15]=[C:16]([C:18]2[CH:19]=[C:20]([C:28]([F:29])([F:30])[F:31])[CH:21]=[C:22]([C:24]([F:27])([F:25])[F:26])[CH:23]=2)[N:17]=1)=[O:9]. The yield is 0.235. (5) The reactants are [CH3:1][CH:2]([CH3:22])[CH2:3][CH:4]([C:12]1[CH:21]=[CH:20][C:15]([C:16]([O:18]C)=[O:17])=[CH:14][CH:13]=1)[O:5][C:6]1[CH:11]=[CH:10][CH:9]=[CH:8][CH:7]=1.O.[OH-].[Li+].O1CCCC1.Cl. The catalyst is O.CO. The product is [CH3:1][CH:2]([CH3:22])[CH2:3][CH:4]([C:12]1[CH:13]=[CH:14][C:15]([C:16]([OH:18])=[O:17])=[CH:20][CH:21]=1)[O:5][C:6]1[CH:11]=[CH:10][CH:9]=[CH:8][CH:7]=1. The yield is 0.990.